From a dataset of Catalyst prediction with 721,799 reactions and 888 catalyst types from USPTO. Predict which catalyst facilitates the given reaction. (1) Reactant: [CH:1]1([C:4]#[C:5][C:6]2[S:7][CH:8]=[C:9]([C:11]([NH:13][C:14]3[CH:22]=[C:21]4[C:17]([CH:18]=[N:19][N:20]4COCC[Si](C)(C)C)=[CH:16][C:15]=3[C:31]3[CH:32]=[C:33]4[C:37](=[CH:38][CH:39]=3)[CH2:36][N:35](C(OC(C)(C)C)=O)[CH2:34]4)=[O:12])[N:10]=2)[CH2:3][CH2:2]1.[ClH:47]. Product: [ClH:47].[CH:1]1([C:4]#[C:5][C:6]2[S:7][CH:8]=[C:9]([C:11]([NH:13][C:14]3[CH:22]=[C:21]4[C:17]([CH:18]=[N:19][NH:20]4)=[CH:16][C:15]=3[C:31]3[CH:32]=[C:33]4[C:37](=[CH:38][CH:39]=3)[CH2:36][NH:35][CH2:34]4)=[O:12])[N:10]=2)[CH2:3][CH2:2]1. The catalyst class is: 5. (2) Reactant: F[C:2]1[C:7]([N+:8]([O-:10])=[O:9])=[CH:6][C:5]([NH:11][C:12]2[N:17]=[C:16]([C:18]3[C:26]4[C:21](=[CH:22][CH:23]=[CH:24][CH:25]=4)[N:20]([CH3:27])[CH:19]=3)[CH:15]=[CH:14][N:13]=2)=[C:4]([O:28][CH3:29])[CH:3]=1.[CH3:30][NH:31][CH2:32][CH2:33][N:34]([CH3:36])[CH3:35].C(N(C(C)C)C(C)C)C.O. Product: [CH3:35][N:34]([CH3:36])[CH2:33][CH2:32][N:31]([CH3:30])[C:2]1[C:7]([N+:8]([O-:10])=[O:9])=[CH:6][C:5]([NH:11][C:12]2[N:17]=[C:16]([C:18]3[C:26]4[C:21](=[CH:22][CH:23]=[CH:24][CH:25]=4)[N:20]([CH3:27])[CH:19]=3)[CH:15]=[CH:14][N:13]=2)=[C:4]([O:28][CH3:29])[CH:3]=1. The catalyst class is: 44. (3) Reactant: [CH3:1][N:2]1[CH2:27][CH2:26][C:5]2[N:6]([CH2:14][CH:15]([C:17]3[CH:18]=[CH:19][C:20]([C:23](O)=[O:24])=[N:21][CH:22]=3)[OH:16])[C:7]3[CH:8]=[CH:9][C:10]([CH3:13])=[CH:11][C:12]=3[C:4]=2[CH2:3]1.[CH2:28]1[CH2:32][N:31]([P+](ON2N=NC3C=CC=CC2=3)([N:31]2[CH2:32][CH2:28][CH2:29][CH2:30]2)[N:31]2[CH2:32][CH2:28][CH2:29][CH2:30]2)[CH2:30][CH2:29]1.F[P-](F)(F)(F)(F)F.C(N(CC)CC)C.N1CCCC1. Product: [CH3:1][N:2]1[CH2:3][CH2:4][C:5]2[N:6]([CH2:14][CH:15]([C:17]3[CH:18]=[CH:19][C:20]([C:23]([N:31]4[CH2:32][CH2:28][CH2:29][CH2:30]4)=[O:24])=[N:21][CH:22]=3)[OH:16])[C:7]3[CH:12]=[CH:11][C:10]([CH3:13])=[CH:9][C:8]=3[C:26]=2[CH2:27]1. The catalyst class is: 34. (4) Reactant: [CH2:1]([NH:8][CH:9]([CH2:12][CH:13]([F:15])[F:14])[CH2:10][OH:11])[C:2]1[CH:7]=[CH:6][CH:5]=[CH:4][CH:3]=1.[CH2:16]([C@H:18]1[O:20][CH2:19]1)Cl.Cl([O-])(=O)(=O)=O.[Li+].C[O-].[Na+].CO.[Cl-].[NH4+]. Product: [CH2:1]([N:8]1[C@@H:9]([CH2:12][CH:13]([F:14])[F:15])[CH2:10][O:11][C@@H:18]([CH2:19][OH:20])[CH2:16]1)[C:2]1[CH:7]=[CH:6][CH:5]=[CH:4][CH:3]=1. The catalyst class is: 224. (5) Reactant: [I-].[C:2]([NH:6][C:7]([C:9]1([CH:17]2[CH2:22][CH2:21][CH2:20][CH2:19][CH2:18]2)[CH2:15][CH:14]2[NH2+:16][CH:11]([CH2:12][CH2:13]2)[CH2:10]1)=[O:8])([CH3:5])([CH3:4])[CH3:3].[C:23]([N:27]1[CH2:32][CH2:31][C@@H:30]([C:33](O)=[O:34])[C@H:29]([C:36]2[CH:41]=[CH:40][C:39]([F:42])=[CH:38][C:37]=2[F:43])[CH2:28]1)([CH3:26])([CH3:25])[CH3:24].C1C=CC2N(O)N=NC=2C=1.C(Cl)C[Cl:56].CCN(C(C)C)C(C)C. Product: [Cl-:56].[C:23]([NH+:27]1[CH2:32][CH2:31][C@@H:30]([C:33]([N:16]2[CH:11]3[CH2:12][CH2:13][CH:14]2[CH2:15][C:9]([C:7]([NH:6][C:2]([CH3:5])([CH3:3])[CH3:4])=[O:8])([CH:17]2[CH2:22][CH2:21][CH2:20][CH2:19][CH2:18]2)[CH2:10]3)=[O:34])[C@H:29]([C:36]2[CH:41]=[CH:40][C:39]([F:42])=[CH:38][C:37]=2[F:43])[CH2:28]1)([CH3:26])([CH3:24])[CH3:25]. The catalyst class is: 4. (6) Reactant: [N+:1]([CH:4]([CH2:11][CH2:12][CH2:13][CH2:14][CH2:15][CH2:16][CH2:17][CH2:18][CH2:19][CH2:20][CH2:21][CH2:22][CH2:23][CH2:24][CH2:25][CH2:26][CH3:27])[CH2:5][CH2:6][C:7]([O:9]C)=[O:8])([O-:3])=[O:2].Cl. Product: [N+:1]([CH:4]([CH2:11][CH2:12][CH2:13][CH2:14][CH2:15][CH2:16][CH2:17][CH2:18][CH2:19][CH2:20][CH2:21][CH2:22][CH2:23][CH2:24][CH2:25][CH2:26][CH3:27])[CH2:5][CH2:6][C:7]([OH:9])=[O:8])([O-:3])=[O:2]. The catalyst class is: 57. (7) Reactant: C[O-].[Na+].[OH:4][C:5]1[CH:10]=[CH:9][C:8]([CH2:11][CH2:12][NH:13][CH:14]=[O:15])=[CH:7][C:6]=1[O:16][CH3:17].[CH2:18](Br)[C:19]#[CH:20]. The catalyst class is: 5. Product: [CH3:17][O:16][C:6]1[CH:7]=[C:8]([CH2:11][CH2:12][NH:13][CH:14]=[O:15])[CH:9]=[CH:10][C:5]=1[O:4][CH2:20][C:19]#[CH:18].